Dataset: Reaction yield outcomes from USPTO patents with 853,638 reactions. Task: Predict the reaction yield, written as a fraction of the theoretical maximum amount of product (1.0 means a 100% yield; for example, 0.34 means a 34% yield). (1) The reactants are [C:1]([Si:5]([CH3:12])([CH3:11])[O:6][CH2:7][C@@H:8]1[CH2:10][O:9]1)([CH3:4])([CH3:3])[CH3:2].[NH2:13][C:14]1[CH:15]=[CH:16][C:17]2[O:22][CH2:21][C:20](=[O:23])[NH:19][C:18]=2[CH:24]=1. The catalyst is CC#N. The product is [C:1]([Si:5]([CH3:12])([CH3:11])[O:6][CH2:7][C@@H:8]([OH:9])[CH2:10][NH:13][C:14]1[CH:15]=[CH:16][C:17]2[O:22][CH2:21][C:20](=[O:23])[NH:19][C:18]=2[CH:24]=1)([CH3:4])([CH3:3])[CH3:2]. The yield is 0.440. (2) The reactants are [Cl:1][C:2]1[CH:3]=[CH:4][C:5]([OH:22])=[C:6]([CH:21]=1)[C:7]([NH:9][C:10]1[CH:15]=[C:14]([C:16]([F:19])([F:18])[F:17])[CH:13]=[CH:12][C:11]=1[Cl:20])=[O:8].[C:23](Cl)(=[O:25])[CH3:24]. No catalyst specified. The product is [C:23]([O:22][C:5]1[CH:4]=[CH:3][C:2]([Cl:1])=[CH:21][C:6]=1[C:7]([NH:9][C:10]1[CH:15]=[C:14]([C:16]([F:17])([F:19])[F:18])[CH:13]=[CH:12][C:11]=1[Cl:20])=[O:8])(=[O:25])[CH3:24]. The yield is 0.340.